This data is from Reaction yield outcomes from USPTO patents with 853,638 reactions. The task is: Predict the reaction yield, written as a fraction of the theoretical maximum amount of product (1.0 means a 100% yield; for example, 0.34 means a 34% yield). (1) The reactants are O=P12OP3(OP(OP(O3)(O1)=O)(=O)O2)=O.CS(O)(=O)=O.CO[CH:22]([O:40]C)[CH2:23][NH:24][C:25]([C:27]1[CH:28]=[C:29]([CH3:39])[C:30]2[NH:34][C:33]([CH2:35][CH2:36][CH3:37])=[N:32][C:31]=2[CH:38]=1)=O.C(=O)([O-])O.[Na+]. The catalyst is C(OCC)(=O)C. The product is [CH3:39][C:29]1[C:30]2[NH:34][C:33]([CH2:35][CH2:36][CH3:37])=[N:32][C:31]=2[CH:38]=[C:27]([C:25]2[O:40][CH:22]=[CH:23][N:24]=2)[CH:28]=1. The yield is 0.660. (2) The reactants are [C:1]([O:7][CH2:8][CH3:9])(=[O:6])[CH2:2][C:3]([CH3:5])=O.[Br:10][C:11]1[CH:18]=[CH:17][CH:16]=[CH:15][C:12]=1[CH:13]=O.[NH4+:19].[OH-:20]. The catalyst is CCO. The product is [Br:10][C:11]1[CH:18]=[CH:17][CH:16]=[CH:15][C:12]=1[CH:13]1[C:2]([C:1]([O:7][CH2:8][CH3:9])=[O:6])=[C:3]([CH3:5])[NH:19][C:3]([CH3:5])=[C:2]1[C:1]([O:7][CH2:8][CH3:9])=[O:20]. The yield is 0.150. (3) The reactants are [Br:1][C:2]1[CH:3]=[C:4]([N+:9]([O-:11])=[O:10])[C:5](Cl)=[N:6][CH:7]=1.[NH:12]1[CH2:16][CH2:15][CH2:14][C@H:13]1[C:17]([O:19][CH2:20][CH3:21])=[O:18]. No catalyst specified. The product is [Br:1][C:2]1[CH:3]=[C:4]([N+:9]([O-:11])=[O:10])[C:5]([N:12]2[CH2:16][CH2:15][CH2:14][C@H:13]2[C:17]([O:19][CH2:20][CH3:21])=[O:18])=[N:6][CH:7]=1. The yield is 0.980. (4) The reactants are C(=O)([O-])[O-].[K+].[K+].[Cl:7][CH2:8][CH2:9]I.C[O:12][C:13]([C:15]1[CH:16]=[CH:17][C:18]([OH:21])=[CH:19][CH:20]=1)=[O:14].[Cl-].[NH4+]. The catalyst is C(OCC)C.O.CN(C)C=O. The product is [Cl:7][CH2:8][CH2:9][O:21][C:18]1[CH:19]=[CH:20][C:15]([C:13]([OH:14])=[O:12])=[CH:16][CH:17]=1. The yield is 0.110. (5) The reactants are [F:1][C:2]1[CH:10]=[CH:9][C:5]([C:6]([OH:8])=[O:7])=[C:4]([CH3:11])[CH:3]=1.[CH3:12]O. The catalyst is OS(O)(=O)=O. The product is [F:1][C:2]1[CH:10]=[CH:9][C:5]([C:6]([O:8][CH3:12])=[O:7])=[C:4]([CH3:11])[CH:3]=1. The yield is 0.780. (6) The reactants are [F:1][C:2]1[CH:7]=[CH:6][C:5]([O:8][CH3:9])=[C:4](Br)[CH:3]=1.[Li]CCCC.[CH2:16]([O:23][CH2:24][CH:25]1[O:27][CH2:26]1)[C:17]1[CH:22]=[CH:21][CH:20]=[CH:19][CH:18]=1. The catalyst is O1CCCC1. The product is [CH2:16]([O:23][CH2:24][C@@H:25]([OH:27])[CH2:26][C:4]1[CH:3]=[C:2]([F:1])[CH:7]=[CH:6][C:5]=1[O:8][CH3:9])[C:17]1[CH:22]=[CH:21][CH:20]=[CH:19][CH:18]=1. The yield is 0.700.